From a dataset of NCI-60 drug combinations with 297,098 pairs across 59 cell lines. Regression. Given two drug SMILES strings and cell line genomic features, predict the synergy score measuring deviation from expected non-interaction effect. Cell line: T-47D. Drug 1: CC(C1=C(C=CC(=C1Cl)F)Cl)OC2=C(N=CC(=C2)C3=CN(N=C3)C4CCNCC4)N. Synergy scores: CSS=-5.25, Synergy_ZIP=2.64, Synergy_Bliss=1.57, Synergy_Loewe=-2.07, Synergy_HSA=-2.69. Drug 2: CN(C)C1=NC(=NC(=N1)N(C)C)N(C)C.